From a dataset of Peptide-MHC class II binding affinity with 134,281 pairs from IEDB. Regression. Given a peptide amino acid sequence and an MHC pseudo amino acid sequence, predict their binding affinity value. This is MHC class II binding data. (1) The peptide sequence is YPFIEQEGPEFFDQE. The MHC is HLA-DPA10201-DPB10101 with pseudo-sequence HLA-DPA10201-DPB10101. The binding affinity (normalized) is 0.234. (2) The peptide sequence is PGDSLAEVELRQHGS. The MHC is HLA-DPA10301-DPB10402 with pseudo-sequence HLA-DPA10301-DPB10402. The binding affinity (normalized) is 0.288. (3) The peptide sequence is RDGQLTIKAERTEQK. The MHC is HLA-DQA10501-DQB10301 with pseudo-sequence HLA-DQA10501-DQB10301. The binding affinity (normalized) is 0.0346.